Task: Binary Classification. Given a miRNA mature sequence and a target amino acid sequence, predict their likelihood of interaction.. Dataset: Experimentally validated miRNA-target interactions with 360,000+ pairs, plus equal number of negative samples (1) The miRNA is hsa-miR-624-5p with sequence UAGUACCAGUACCUUGUGUUCA. The protein sequence of the target gene is MQTFLKGKRVGYWLSEKKIKKLNFQAFAELCRKRGMEVVQLNLSRPIEEQGPLDVIIHKLTDVILEADQNDSQSLELVHRFQEYIDAHPETIVLDPLPAIRTLLDRSKSYELIRKIEAYMEDDRICSPPFMELTSLCGDDTMRLLEKNGLTFPFICKTRVAHGTNSHEMAIVFNQEGLNAIQPPCVVQNFINHNAVLYKVFVVGESYTVVQRPSLKNFSAGTSDRESIFFNSHNVSKPESSSVLTELDKIEGVFERPSDEVIRELSRALRQALGVSLFGIDIIINNQTGQHAVIDINAFP.... Result: 0 (no interaction). (2) The miRNA is hsa-miR-27a-3p with sequence UUCACAGUGGCUAAGUUCCGC. The protein sequence of the target gene is MALADSTRGLPNGGGGGGGSGSSSSSAEPPLFPDIVELNVGGQVYVTRRCTVVSVPDSLLWRMFTQQQPQELARDSKGRFFLDRDGFLFRYILDYLRDLQLVLPDYFPERSRLQREAEYFELPELVRRLGAPQQPGPGPPPSRRGVHKEGSLGDELLPLGYSEPEQQEGASAGAPSPTLELASRSPSGGAAGPLLTPSQSLDGSRRSGYITIGYRGSYTIGRDAQADAKFRRVARITVCGKTSLAKEVFGDTLNESRDPDRPPERYTSRYYLKFNFLEQAFDKLSESGFHMVACSSTGTC.... Result: 1 (interaction). (3) The miRNA is mmu-miR-292a-5p with sequence ACUCAAACUGGGGGCUCUUUUG. The protein sequence of the target gene is MSSQGSPSVALSTTTVSSVAVQAGDSKIVIAVIKCGKWVQLQLAESQPNLLEIGSSQDETKKLLHDHELLLAKLKALEDRVWELLQEADKTAEENKDQSQVYDAMAETLGEAWAALVSMLERRTELLRLTSEFFENALEFAIKIDQAEDFLQNTHEFESAESLKSLLQLHEHHTKELLERSLALLNKSQQLTDFIEKFKCEGPNVNPELTQGAHSSCLKVDRLLELLQDRRRQLDKYLKQQWQELSQVLQICQWDQQENQVTCWFQKTIRNLQEQSLGSSLSDNEDRIHKQEELIIKAKE.... Result: 0 (no interaction). (4) The miRNA is hsa-miR-4642 with sequence AUGGCAUCGUCCCCUGGUGGCU. The protein sequence of the target gene is MTTSLQDGQSAASRAAARDSPLAAQVCGAAQGRGDAHDLAPAPWLHARALLPLPDGTRGCAADRRKKKDLDVPEMPSIPNPFPELCCSPFTSVLSADLFPKANSRKKQVIKVYSEDETSRALDVPSDITARDVCQLLILKNHYIDDHSWTLFEHLPHIGVERTIEDHELVIEVLSNWGIEEENKLYFRKNYAKYEFFKNPMYFFPEHMVSFATETNGEISPTQILQMFLSSSTYPEIHGFLHAKEQGKKSWKKIYFFLRRSGLYFSTKGTSKEPRHLQFFSEFGNSDIYVSLAGKKKHGA.... Result: 0 (no interaction). (5) The miRNA is hsa-let-7a-3p with sequence CUAUACAAUCUACUGUCUUUC. The protein sequence of the target gene is MEKQCCSHPVICSLSTMYTFLLGAIFIALSSSRILLVKYSANEENKYDYLPTTVNVCSELVKLVFCVLVSFCVIKKDHQSRNLKYASWKEFSDFMKWSIPAFLYFLDNLIVFYVLSYLQPAMAVIFSNFSIITTALLFRIVLKRRLNWIQWASLLTLFLSIVALTAGTKTLQHNLAGRGFHHDAFFSPSNSCLLFRSECPRKDNCTAKEWTFPEAKWNTTARVFSHIRLGMGHVLIIVQCFISSMANIYNEKILKEGNQLTESIFIQNSKLYFFGILFNGLTLGLQRSNRDQIKNCGFFY.... Result: 1 (interaction). (6) The miRNA is hsa-miR-1266-5p with sequence CCUCAGGGCUGUAGAACAGGGCU. The protein sequence of the target gene is MDGGTLPRSAPPAPPVPVGCAARRRPASPELLRCSRRRRPATAETGGGAAAVARRNERERNRVKLVNLGFQALRQHVPHGGASKKLSKVETLRSAVEYIRALQRLLAEHDAVRNALAGGLRPQAVRPSAPRGPPGTTPVAASPSRASSSPGRGGSSEPGSPRSAYSSDDSGCEGALSPAERELLDFSSWLGGY. Result: 1 (interaction).